Dataset: CYP2C19 inhibition data for predicting drug metabolism from PubChem BioAssay. Task: Regression/Classification. Given a drug SMILES string, predict its absorption, distribution, metabolism, or excretion properties. Task type varies by dataset: regression for continuous measurements (e.g., permeability, clearance, half-life) or binary classification for categorical outcomes (e.g., BBB penetration, CYP inhibition). Dataset: cyp2c19_veith. (1) The drug is Cc1ccc(CNC(=O)[C@H](C)[C@@H]2C[C@@]2(C)[C@@H](NC(=O)OCc2ccccc2)c2ccccc2)o1. The result is 1 (inhibitor). (2) The drug is CCN(CC)c1ccc2cc(C(C)=O)c(=O)oc2c1. The result is 1 (inhibitor). (3) The compound is Cc1c(C(=O)NCCC2=CCCCC2)cccc1[N+](=O)[O-]. The result is 1 (inhibitor).